This data is from NCI-60 drug combinations with 297,098 pairs across 59 cell lines. The task is: Regression. Given two drug SMILES strings and cell line genomic features, predict the synergy score measuring deviation from expected non-interaction effect. (1) Drug 1: C1=C(C(=O)NC(=O)N1)F. Drug 2: C1C(C(OC1N2C=NC(=NC2=O)N)CO)O. Cell line: SNB-75. Synergy scores: CSS=20.8, Synergy_ZIP=2.50, Synergy_Bliss=-0.164, Synergy_Loewe=-4.18, Synergy_HSA=-3.99. (2) Drug 1: CCCS(=O)(=O)NC1=C(C(=C(C=C1)F)C(=O)C2=CNC3=C2C=C(C=N3)C4=CC=C(C=C4)Cl)F. Drug 2: CCC1=CC2CC(C3=C(CN(C2)C1)C4=CC=CC=C4N3)(C5=C(C=C6C(=C5)C78CCN9C7C(C=CC9)(C(C(C8N6C)(C(=O)OC)O)OC(=O)C)CC)OC)C(=O)OC.C(C(C(=O)O)O)(C(=O)O)O. Cell line: CAKI-1. Synergy scores: CSS=47.9, Synergy_ZIP=6.84, Synergy_Bliss=6.80, Synergy_Loewe=-7.29, Synergy_HSA=8.99. (3) Cell line: SR. Drug 2: CN(CC1=CN=C2C(=N1)C(=NC(=N2)N)N)C3=CC=C(C=C3)C(=O)NC(CCC(=O)O)C(=O)O. Synergy scores: CSS=42.5, Synergy_ZIP=-6.50, Synergy_Bliss=-15.7, Synergy_Loewe=-21.1, Synergy_HSA=-13.2. Drug 1: CC(C1=C(C=CC(=C1Cl)F)Cl)OC2=C(N=CC(=C2)C3=CN(N=C3)C4CCNCC4)N. (4) Drug 1: C1CCN(CC1)CCOC2=CC=C(C=C2)C(=O)C3=C(SC4=C3C=CC(=C4)O)C5=CC=C(C=C5)O. Drug 2: C1CCC(C(C1)N)N.C(=O)(C(=O)[O-])[O-].[Pt+4]. Cell line: HL-60(TB). Synergy scores: CSS=27.2, Synergy_ZIP=11.7, Synergy_Bliss=11.5, Synergy_Loewe=-10.0, Synergy_HSA=0.472.